This data is from Aqueous solubility values for 9,982 compounds from the AqSolDB database. The task is: Regression/Classification. Given a drug SMILES string, predict its absorption, distribution, metabolism, or excretion properties. Task type varies by dataset: regression for continuous measurements (e.g., permeability, clearance, half-life) or binary classification for categorical outcomes (e.g., BBB penetration, CYP inhibition). For this dataset (solubility_aqsoldb), we predict Y. (1) The compound is Cn1c(-c2ccccc2)c(C=CC2=[N+](C)c3ccccc3C2(C)C)c2ccccc21.[Cl-]. The Y is -1.74 log mol/L. (2) The compound is CCC(CC)C(=O)N(CC)CC. The Y is -1.09 log mol/L. (3) The molecule is COc1ccc(C=CC(=O)c2ccccc2O)cc1. The Y is -5.70 log mol/L. (4) The molecule is CCC(CC)COC(C)=O. The Y is -1.35 log mol/L. (5) The molecule is CCN(CC)C(=O)C(C)Oc1cccc2ccccc12. The Y is -3.57 log mol/L. (6) The compound is CCCCCCCCCCCNC(=O)c1cccnc1. The Y is -3.03 log mol/L. (7) The Y is 1.09 log mol/L. The drug is Cn1ccnc1. (8) The compound is CC(C)(C1CCC(O)CC1)C1CCC(O)CC1. The Y is -3.10 log mol/L. (9) The drug is Cn1ccc(=O)[nH]c1=O. The Y is -0.800 log mol/L. (10) The Y is -2.11 log mol/L. The molecule is CCOc1ccc(NC(=O)CO)cc1.